From a dataset of Forward reaction prediction with 1.9M reactions from USPTO patents (1976-2016). Predict the product of the given reaction. (1) Given the reactants [CH:1](OCC)=[O:2].[Cl:6][C:7]1[CH:12]=[CH:11][C:10]([C:13](=[O:15])[CH3:14])=[CH:9][CH:8]=1.C[O-].[Na+].Cl, predict the reaction product. The product is: [Cl:6][C:7]1[CH:12]=[CH:11][C:10]([C:13](=[O:15])[CH2:14][CH:1]=[O:2])=[CH:9][CH:8]=1. (2) Given the reactants [C:1]1([CH:7]([C:39]2[CH:44]=[CH:43][CH:42]=[CH:41][CH:40]=2)[CH2:8][NH:9][C:10]2[N:18]=[C:17]([N:19]3[CH:23]=[C:22]([N+:24]([O-])=O)[CH:21]=[N:20]3)[N:16]=[C:15]3[C:11]=2[N:12]=[CH:13][N:14]3[C@@H:27]2[CH2:31][C@H:30]([NH:32][C:33](=[O:36])[CH2:34][OH:35])[C@@H:29]([OH:37])[C@H:28]2[OH:38])[CH:6]=[CH:5][CH:4]=[CH:3][CH:2]=1.O.NN, predict the reaction product. The product is: [NH2:24][C:22]1[CH:21]=[N:20][N:19]([C:17]2[N:16]=[C:15]3[C:11]([N:12]=[CH:13][N:14]3[C@@H:27]3[CH2:31][C@H:30]([NH:32][C:33](=[O:36])[CH2:34][OH:35])[C@@H:29]([OH:37])[C@H:28]3[OH:38])=[C:10]([NH:9][CH2:8][CH:7]([C:39]3[CH:40]=[CH:41][CH:42]=[CH:43][CH:44]=3)[C:1]3[CH:2]=[CH:3][CH:4]=[CH:5][CH:6]=3)[N:18]=2)[CH:23]=1. (3) Given the reactants Br[CH2:2][C:3]1[N:8]([CH2:9][CH2:10][C:11]2[CH:23]=[CH:22][C:14]([C:15]([O:17][C:18]([CH3:21])([CH3:20])[CH3:19])=[O:16])=[CH:13][CH:12]=2)[C:7](=[O:24])[C:6]([Cl:25])=[CH:5][C:4]=1[Cl:26].C(=O)([O-])[O-].[Na+].[Na+].[CH2:33]([CH:36]1[CH2:41][CH2:40][NH:39][CH2:38][CH2:37]1)[CH2:34][CH3:35].C(OCC)(=O)C, predict the reaction product. The product is: [Cl:25][C:6]1[C:7](=[O:24])[N:8]([CH2:9][CH2:10][C:11]2[CH:23]=[CH:22][C:14]([C:15]([O:17][C:18]([CH3:21])([CH3:20])[CH3:19])=[O:16])=[CH:13][CH:12]=2)[C:3]([CH2:2][N:39]2[CH2:40][CH2:41][CH:36]([CH2:33][CH2:34][CH3:35])[CH2:37][CH2:38]2)=[C:4]([Cl:26])[CH:5]=1. (4) Given the reactants [CH:1]([N:4]1[C:8]2=[N:9][C:10]([C:14]3[CH:19]=[CH:18][C:17]([N+:20]([O-:22])=[O:21])=[CH:16][CH:15]=3)=[N:11][C:12](O)=[C:7]2[CH:6]=[N:5]1)([CH3:3])[CH3:2].P(Cl)(Cl)([Cl:25])=O, predict the reaction product. The product is: [Cl:25][C:12]1[N:11]=[C:10]([C:14]2[CH:19]=[CH:18][C:17]([N+:20]([O-:22])=[O:21])=[CH:16][CH:15]=2)[N:9]=[C:8]2[N:4]([CH:1]([CH3:3])[CH3:2])[N:5]=[CH:6][C:7]=12. (5) Given the reactants [F:1][C:2]1[CH:7]=[CH:6][CH:5]=[CH:4][C:3]=1[CH2:8][O:9][C:10]1[CH:15]=[CH:14][C:13]([C@@H:16]2[NH:20][C@:19]([CH2:25][O:26][CH3:27])([C:21]([NH:23][CH3:24])=[O:22])[CH2:18][CH2:17]2)=[CH:12][CH:11]=1.[ClH:28], predict the reaction product. The product is: [ClH:28].[F:1][C:2]1[CH:7]=[CH:6][CH:5]=[CH:4][C:3]=1[CH2:8][O:9][C:10]1[CH:15]=[CH:14][C:13]([C@@H:16]2[NH:20][C@:19]([CH2:25][O:26][CH3:27])([C:21]([NH:23][CH3:24])=[O:22])[CH2:18][CH2:17]2)=[CH:12][CH:11]=1.